From a dataset of Forward reaction prediction with 1.9M reactions from USPTO patents (1976-2016). Predict the product of the given reaction. (1) Given the reactants N([O-])=O.[Na+].[Cl:5][C:6]1[CH:11]=[C:10]([C:12]2[CH:17]=[CH:16][C:15]([S:18][CH2:19][CH3:20])=[CH:14][CH:13]=2)[C:9](N)=[CH:8][CH:7]=1.[C:22]([OH:26])(=[O:25])[CH2:23][SH:24].C(=O)([O-])O.[Na+], predict the reaction product. The product is: [Cl:5][C:6]1[CH:7]=[CH:8][C:9]([S:24][CH2:23][C:22]([OH:26])=[O:25])=[C:10]([C:12]2[CH:17]=[CH:16][C:15]([S:18][CH2:19][CH3:20])=[CH:14][CH:13]=2)[CH:11]=1. (2) Given the reactants [NH2:1][C:2]1[N:7]=[C:6]([C:8]([N:10]2[CH2:15][CH2:14][CH:13]([N:16]3[CH2:20][CH2:19][CH2:18][CH2:17]3)[CH2:12][CH2:11]2)=[O:9])[C:5]([CH3:21])=[CH:4][C:3]=1[C:22]1[CH:27]=[CH:26][CH:25]=[C:24]([C:28]([F:31])([F:30])[F:29])[CH:23]=1.CCN(CC)CC.[CH3:39][S:40](Cl)(=[O:42])=[O:41], predict the reaction product. The product is: [CH3:21][C:5]1[CH:4]=[C:3]([C:22]2[CH:27]=[CH:26][CH:25]=[C:24]([C:28]([F:31])([F:30])[F:29])[CH:23]=2)[C:2]([N:1]([S:40]([CH3:39])(=[O:42])=[O:41])[S:40]([CH3:39])(=[O:42])=[O:41])=[N:7][C:6]=1[C:8]([N:10]1[CH2:15][CH2:14][CH:13]([N:16]2[CH2:17][CH2:18][CH2:19][CH2:20]2)[CH2:12][CH2:11]1)=[O:9]. (3) Given the reactants [CH3:1][O:2][C:3]1[CH:8]=[CH:7][C:6]([NH:9][C:10]2[C:19]3[C:14](=[CH:15][CH:16]=[C:17]([C:20](=[O:23])[NH:21][CH3:22])[CH:18]=3)[N:13]=[CH:12][C:11]=2[C:24]([OH:26])=[O:25])=[CH:5][CH:4]=1.[CH:27]1C=CC2N(O)N=NC=2C=1, predict the reaction product. The product is: [CH3:1][O:2][C:3]1[CH:8]=[CH:7][C:6]([NH:9][C:10]2[C:19]3[C:14](=[CH:15][CH:16]=[C:17]([C:20](=[O:23])[NH:21][CH3:22])[CH:18]=3)[N:13]=[CH:12][C:11]=2[C:24]([O:26][CH3:27])=[O:25])=[CH:5][CH:4]=1. (4) The product is: [F:1][C:2]1[CH:3]=[C:4]([C:8]2[CH:13]=[CH:12][C:11]([F:14])=[C:10]([C:15]([NH:17][C:18]3[CH:19]=[C:20]([CH:26]=[CH:27][CH:28]=3)[O:21][CH2:22][C:23]([O:25][CH:29]([CH3:31])[CH3:30])=[O:24])=[O:16])[CH:9]=2)[CH:5]=[CH:6][CH:7]=1. Given the reactants [F:1][C:2]1[CH:3]=[C:4]([C:8]2[CH:13]=[CH:12][C:11]([F:14])=[C:10]([C:15]([NH:17][C:18]3[CH:19]=[C:20]([CH:26]=[CH:27][CH:28]=3)[O:21][CH2:22][C:23]([OH:25])=[O:24])=[O:16])[CH:9]=2)[CH:5]=[CH:6][CH:7]=1.[CH:29](O)([CH3:31])[CH3:30].C1CCC(N=C=NC2CCCCC2)CC1, predict the reaction product.